This data is from Catalyst prediction with 721,799 reactions and 888 catalyst types from USPTO. The task is: Predict which catalyst facilitates the given reaction. (1) Product: [Br:15][C:16]1[N:21]=[C:20]([C:22]2[NH:6][C:4](=[O:5])[C:3]3[C:2](=[CH:10][C:9]([O:11][CH3:12])=[CH:8][C:7]=3[O:13][CH3:14])[N:1]=2)[CH:19]=[CH:18][C:17]=1[O:24][CH3:25]. The catalyst class is: 80. Reactant: [NH2:1][C:2]1[CH:10]=[C:9]([O:11][CH3:12])[CH:8]=[C:7]([O:13][CH3:14])[C:3]=1[C:4]([NH2:6])=[O:5].[Br:15][C:16]1[N:21]=[C:20]([CH:22]=O)[CH:19]=[CH:18][C:17]=1[O:24][CH3:25].OS([O-])=O.[Na+].O.C1(C)C=CC(S(O)(=O)=O)=CC=1. (2) Reactant: [NH2:1][C@:2]([C:18]1[CH:23]=[CH:22][C:21]([Cl:24])=[CH:20][N:19]=1)([C:7]1[CH:12]=[C:11]([C:13]([F:16])([F:15])[F:14])[CH:10]=[C:9]([F:17])[CH:8]=1)[CH2:3][C:4](O)=[O:5].CC[N:27]=C=NCCCN(C)C.C1C=CC2N(O)N=NC=2C=1.[NH4+].[Cl-]. Product: [NH2:1][C@:2]([C:18]1[CH:23]=[CH:22][C:21]([Cl:24])=[CH:20][N:19]=1)([C:7]1[CH:12]=[C:11]([C:13]([F:15])([F:16])[F:14])[CH:10]=[C:9]([F:17])[CH:8]=1)[CH2:3][C:4]([NH2:27])=[O:5]. The catalyst class is: 279. (3) Reactant: [CH3:1][CH:2]1[CH:11]=[CH:10][C:9]2[C:4](=[CH:5][CH:6]=[C:7]([C:12]([O:14]C)=[O:13])[CH:8]=2)[O:3]1.[OH-].[Na+]. Product: [CH3:1][CH:2]1[CH:11]=[CH:10][C:9]2[C:4](=[CH:5][CH:6]=[C:7]([C:12]([OH:14])=[O:13])[CH:8]=2)[O:3]1. The catalyst class is: 5. (4) Reactant: [OH:1][C@@:2]1([CH3:19])[CH2:7][CH2:6][CH2:5][CH2:4][C@@H:3]1[NH:8]C(=O)OCC1C=CC=CC=1.[BrH:20]. Product: [BrH:20].[NH2:8][C@H:3]1[CH2:4][CH2:5][CH2:6][CH2:7][C@:2]1([CH3:19])[OH:1]. The catalyst class is: 52. (5) Reactant: [Li]CCCC.[C:6]([C:10]1[C:15]([OH:16])=[C:14]([C:17]([CH3:20])([CH3:19])[CH3:18])[CH:13]=[C:12]([CH3:21])[CH:11]=1)([CH3:9])([CH3:8])[CH3:7].[CH:22]1([C:25](Cl)=[O:26])[CH2:24][CH2:23]1.[NH4+].[Cl-]. Product: [C:17]([C:14]1[CH:13]=[C:12]([CH3:21])[CH:11]=[C:10]([C:6]([CH3:9])([CH3:8])[CH3:7])[C:15]=1[O:16][C:25]([CH:22]1[CH2:24][CH2:23]1)=[O:26])([CH3:20])([CH3:19])[CH3:18]. The catalyst class is: 1. (6) Reactant: [C:1]([CH:3]1[C:26](=[O:27])[C@@H:25]([CH3:28])[C@@H:6]2[CH2:7][CH2:8][C:9]3[CH:10]=[N:11][C:12]([C:15]4[CH:24]=[CH:23][C:18]([C:19]([O:21][CH3:22])=[O:20])=[CH:17][CH:16]=4)=[N:13][C:14]=3[C@@:5]2([C:29]2[CH:34]=[CH:33][CH:32]=[CH:31][CH:30]=2)[CH2:4]1)#[N:2].BrN1C(C)(C)C(=O)N(Br)C1=O.N1C=CC=CC=1. Product: [C:1]([C:3]1[C:26](=[O:27])[C@@H:25]([CH3:28])[C@@H:6]2[CH2:7][CH2:8][C:9]3[CH:10]=[N:11][C:12]([C:15]4[CH:24]=[CH:23][C:18]([C:19]([O:21][CH3:22])=[O:20])=[CH:17][CH:16]=4)=[N:13][C:14]=3[C@@:5]2([C:29]2[CH:34]=[CH:33][CH:32]=[CH:31][CH:30]=2)[CH:4]=1)#[N:2]. The catalyst class is: 35.